From a dataset of Catalyst prediction with 721,799 reactions and 888 catalyst types from USPTO. Predict which catalyst facilitates the given reaction. (1) Reactant: [Br:1][C:2]1[CH:3]=[C:4]([CH:7]=[C:8]([O:12][CH3:13])[C:9]=1[O:10][CH3:11])[CH:5]=O.[CH3:14][C@@H:15]([NH2:22])[C:16]1[CH:21]=[CH:20][CH:19]=[CH:18][CH:17]=1.CC(O)=O.[BH3-]C#N.[Na+]. Product: [C:16]1([C@H:15]([NH:22][CH2:5][C:4]2[CH:7]=[C:8]([O:12][CH3:13])[C:9]([O:10][CH3:11])=[C:2]([Br:1])[CH:3]=2)[CH3:14])[CH:21]=[CH:20][CH:19]=[CH:18][CH:17]=1. The catalyst class is: 5. (2) Reactant: [C:1]([O:5][C:6]([N:8]1[CH2:11][C:10](=[O:12])[CH2:9]1)=[O:7])([CH3:4])([CH3:3])[CH3:2].[CH2:13]([Mg]Br)[CH:14]=[CH2:15]. Product: [C:1]([O:5][C:6]([N:8]1[CH2:9][C:10]([CH2:15][CH:14]=[CH2:13])([OH:12])[CH2:11]1)=[O:7])([CH3:4])([CH3:2])[CH3:3]. The catalyst class is: 28. (3) Reactant: [CH3:1][O:2][C:3](=[O:13])[C:4]1[CH:9]=[CH:8][C:7]([C:10](=O)[CH3:11])=[CH:6][CH:5]=1.CCN(C(C)C)C(C)C.Cl.[NH2:24][OH:25]. The catalyst class is: 14. Product: [CH3:1][O:2][C:3](=[O:13])[C:4]1[CH:9]=[CH:8][C:7]([C:10](=[N:24][OH:25])[CH3:11])=[CH:6][CH:5]=1. (4) Product: [C:6]([NH:8][CH:9]([CH2:13][C:14]1[CH:19]=[CH:18][C:17]([CH:20]2[S:24](=[O:26])(=[O:25])[NH:23][C:22](=[O:31])[CH2:21]2)=[CH:16][CH:15]=1)[C:10]([NH:75][CH2:74][CH2:73][CH2:72][CH2:71][C:65]1[CH:70]=[CH:69][CH:68]=[CH:67][CH:66]=1)=[O:12])(=[O:7])[CH3:32]. Reactant: C(O[C:6]([NH:8][C@@H:9]([CH2:13][C:14]1[CH:19]=[CH:18][C:17]([CH:20]2[S:24](=[O:26])(=[O:25])[N:23](C(C)(C)C)[C:22](=[O:31])[CH2:21]2)=[CH:16][CH:15]=1)[C:10]([OH:12])=O)=[O:7])(C)(C)C.[CH:32](N(CC)C(C)C)(C)C.F[P-](F)(F)(F)(F)F.C[N+](C)=C(N(C)C)ON1C2N=CC=CC=2N=N1.[C:65]1([CH2:71][CH2:72][CH2:73][CH2:74][NH2:75])[CH:70]=[CH:69][CH:68]=[CH:67][CH:66]=1. The catalyst class is: 9. (5) Reactant: [C:1]([O:5][C:6]([NH:8][C:9]1[CH:14]=[CH:13][C:12]([Cl:15])=[CH:11][C:10]=1[C:16]1[CH:24]=[C:23]2[N:19]([CH:20]([C:25]([OH:27])=O)[CH2:21][CH2:22]2)[C:18](=[O:28])[CH:17]=1)=[O:7])([CH3:4])([CH3:3])[CH3:2].Cl.[CH3:30][NH:31][O:32][CH3:33].F[P-](F)(F)(F)(F)F.N1(OC(N(C)C)=[N+](C)C)C2N=CC=CC=2N=N1.C(N(C(C)C)CC)(C)C. Product: [Cl:15][C:12]1[CH:13]=[CH:14][C:9]([NH:8][C:6](=[O:7])[O:5][C:1]([CH3:3])([CH3:4])[CH3:2])=[C:10]([C:16]2[CH:24]=[C:23]3[N:19]([CH:20]([C:25](=[O:27])[N:31]([O:32][CH3:33])[CH3:30])[CH2:21][CH2:22]3)[C:18](=[O:28])[CH:17]=2)[CH:11]=1. The catalyst class is: 9.